Dataset: NCI-60 drug combinations with 297,098 pairs across 59 cell lines. Task: Regression. Given two drug SMILES strings and cell line genomic features, predict the synergy score measuring deviation from expected non-interaction effect. (1) Synergy scores: CSS=-2.37, Synergy_ZIP=2.20, Synergy_Bliss=1.83, Synergy_Loewe=0.615, Synergy_HSA=-1.62. Drug 1: CC1=C(C=C(C=C1)C(=O)NC2=CC(=CC(=C2)C(F)(F)F)N3C=C(N=C3)C)NC4=NC=CC(=N4)C5=CN=CC=C5. Drug 2: CC12CCC3C(C1CCC2O)C(CC4=C3C=CC(=C4)O)CCCCCCCCCS(=O)CCCC(C(F)(F)F)(F)F. Cell line: OVCAR-8. (2) Drug 1: CS(=O)(=O)C1=CC(=C(C=C1)C(=O)NC2=CC(=C(C=C2)Cl)C3=CC=CC=N3)Cl. Drug 2: CC(C)CN1C=NC2=C1C3=CC=CC=C3N=C2N. Cell line: SF-295. Synergy scores: CSS=-0.846, Synergy_ZIP=-1.58, Synergy_Bliss=-5.17, Synergy_Loewe=-5.43, Synergy_HSA=-4.99.